This data is from Full USPTO retrosynthesis dataset with 1.9M reactions from patents (1976-2016). The task is: Predict the reactants needed to synthesize the given product. (1) Given the product [CH3:1][O:2][C:3]1[CH:4]=[C:5]2[C:10](=[CH:11][C:12]=1[O:13][CH3:14])[N:9]=[CH:8][CH:7]=[C:6]2[O:15][C:16]1[C:17]([CH2:26][N:30]([CH:31]([CH3:33])[CH3:32])[CH:27]([CH3:29])[CH3:28])=[N:18][C:19]2[C:24]([CH:25]=1)=[CH:23][CH:22]=[CH:21][CH:20]=2, predict the reactants needed to synthesize it. The reactants are: [CH3:1][O:2][C:3]1[CH:4]=[C:5]2[C:10](=[CH:11][C:12]=1[O:13][CH3:14])[N:9]=[CH:8][CH:7]=[C:6]2[O:15][C:16]1[C:17]([CH3:26])=[N:18][C:19]2[C:24]([CH:25]=1)=[CH:23][CH:22]=[CH:21][CH:20]=2.[CH:27]([N-:30][CH:31]([CH3:33])[CH3:32])([CH3:29])[CH3:28].[Li+].C1C(=O)N(Br)C(=O)C1.O. (2) Given the product [ClH:1].[ClH:1].[CH3:32][N:30]([CH3:31])[C:28]1[C:27]2[C:22](=[CH:23][CH:24]=[CH:25][CH:26]=2)[N:21]=[C:20]([NH:19][C@H:16]2[CH2:17][CH2:18][C@@H:13]([NH:12][CH2:11][CH2:10][C:7]3[CH:8]=[CH:9][CH:4]=[CH:5][C:6]=3[O:33][C:34]([F:37])([F:36])[F:35])[CH2:14][CH2:15]2)[N:29]=1, predict the reactants needed to synthesize it. The reactants are: [ClH:1].Cl.Br[C:4]1[CH:9]=[CH:8][C:7]([CH2:10][CH2:11][NH:12][C@@H:13]2[CH2:18][CH2:17][C@H:16]([NH:19][C:20]3[N:29]=[C:28]([N:30]([CH3:32])[CH3:31])[C:27]4[C:22](=[CH:23][CH:24]=[CH:25][CH:26]=4)[N:21]=3)[CH2:15][CH2:14]2)=[C:6]([O:33][C:34]([F:37])([F:36])[F:35])[CH:5]=1.Cl. (3) The reactants are: Br[C:2]1[C:11]2[C:6](=[CH:7][CH:8]=[CH:9][CH:10]=2)[C:5]([Cl:12])=[N:4][CH:3]=1.[Li]CCCC.[CH:18]1[C:27]2[C:22](=[CH:23][CH:24]=[C:25](OS(C(F)(F)F)(=O)=O)[CH:26]=2)[CH:21]=[CH:20][N:19]=1. Given the product [Cl:12][C:5]1[C:6]2[C:11](=[CH:10][CH:9]=[CH:8][CH:7]=2)[C:2]([C:25]2[CH:26]=[C:27]3[C:22]([CH:21]=[CH:20][N:19]=[CH:18]3)=[CH:23][CH:24]=2)=[CH:3][N:4]=1, predict the reactants needed to synthesize it. (4) Given the product [C:33]([C:32]1[N:37]=[C:27]([CH:13]2[CH2:14][CH:15]([C:17]3[CH:18]=[CH:19][C:20]([C:23]([F:25])([F:24])[F:26])=[CH:21][CH:22]=3)[CH2:16][N:11]([C:9]([N:6]3[CH2:5][CH2:4][CH:3]([C:1]#[N:2])[CH2:8][CH2:7]3)=[O:10])[CH2:12]2)[O:29][N:31]=1)([CH3:36])([CH3:35])[CH3:34], predict the reactants needed to synthesize it. The reactants are: [C:1]([CH:3]1[CH2:8][CH2:7][N:6]([C:9]([N:11]2[CH2:16][CH:15]([C:17]3[CH:22]=[CH:21][C:20]([C:23]([F:26])([F:25])[F:24])=[CH:19][CH:18]=3)[CH2:14][CH:13]([C:27]([OH:29])=O)[CH2:12]2)=[O:10])[CH2:5][CH2:4]1)#[N:2].O[NH:31][C:32](=[NH:37])[C:33]([CH3:36])([CH3:35])[CH3:34]. (5) Given the product [OH:8][C:9]1([CH3:26])[C:14](=[O:15])[CH:13]=[C:12]([C:16]2[CH:21]=[CH:20][N:19]=[CH:18][C:17]=2[N+:22]([O-:24])=[O:23])[O:11][CH:10]1[CH3:25], predict the reactants needed to synthesize it. The reactants are: [Si]([O:8][C:9]1([CH3:26])[C:14](=[O:15])[CH:13]=[C:12]([C:16]2[CH:21]=[CH:20][N:19]=[CH:18][C:17]=2[N+:22]([O-:24])=[O:23])[O:11][CH:10]1[CH3:25])(C(C)(C)C)(C)C.Cl. (6) The reactants are: C(OC(=O)[NH:10][C:11]1[N:15]=[C:14]([C:16]2[S:17][C:18]3[CH2:19][CH2:20][O:21][C:22]4[CH:29]=[C:28]([CH:30]5[CH2:33][N:32]([CH2:34][CH2:35][S:36]([CH3:39])(=[O:38])=[O:37])[CH2:31]5)[CH:27]=[CH:26][C:23]=4[C:24]=3[N:25]=2)[N:13]([CH:40]([CH3:42])[CH3:41])[N:12]=1)C1C=CC=CC=1. Given the product [CH:40]([N:13]1[C:14]([C:16]2[S:17][C:18]3[CH2:19][CH2:20][O:21][C:22]4[CH:29]=[C:28]([CH:30]5[CH2:31][N:32]([CH2:34][CH2:35][S:36]([CH3:39])(=[O:37])=[O:38])[CH2:33]5)[CH:27]=[CH:26][C:23]=4[C:24]=3[N:25]=2)=[N:15][C:11]([NH2:10])=[N:12]1)([CH3:42])[CH3:41], predict the reactants needed to synthesize it.